From a dataset of Forward reaction prediction with 1.9M reactions from USPTO patents (1976-2016). Predict the product of the given reaction. Given the reactants [N+:1]([C:4]1[CH:5]=[C:6]([CH2:10][C:11]([OH:13])=O)[CH:7]=[CH:8][CH:9]=1)([O-:3])=[O:2].Cl.[CH2:15]([O:17][C:18](=[O:25])[C@H:19]([CH2:21][CH2:22][S:23][CH3:24])[NH2:20])[CH3:16], predict the reaction product. The product is: [CH2:15]([O:17][C:18](=[O:25])[C@H:19]([CH2:21][CH2:22][S:23][CH3:24])[NH:20][C:11](=[O:13])[CH2:10][C:6]1[CH:7]=[CH:8][CH:9]=[C:4]([N+:1]([O-:3])=[O:2])[CH:5]=1)[CH3:16].